Dataset: Full USPTO retrosynthesis dataset with 1.9M reactions from patents (1976-2016). Task: Predict the reactants needed to synthesize the given product. (1) Given the product [C:1]([O:5][C:6]([CH:8]1[CH2:11][N:10]([CH2:12][C:13]2[CH:18]=[C:17]([NH:32][C@@H:29]([C:25]3[CH:24]=[C:23]([CH3:33])[C:22]([Cl:21])=[C:27]([CH3:28])[CH:26]=3)[CH2:30][CH3:31])[CH:16]=[CH:15][C:14]=2[Cl:20])[CH2:9]1)=[O:7])([CH3:4])([CH3:3])[CH3:2], predict the reactants needed to synthesize it. The reactants are: [C:1]([O:5][C:6]([CH:8]1[CH2:11][N:10]([CH2:12][C:13]2[CH:18]=[C:17](Br)[CH:16]=[CH:15][C:14]=2[Cl:20])[CH2:9]1)=[O:7])([CH3:4])([CH3:3])[CH3:2].[Cl:21][C:22]1[C:27]([CH3:28])=[CH:26][C:25]([C@H:29]([NH2:32])[CH2:30][CH3:31])=[CH:24][C:23]=1[CH3:33].C(=O)([O-])[O-].[Cs+].[Cs+].CC(C1C=C(C(C)C)C(C2C=CC=CC=2P(C2CCCCC2)C2CCCCC2)=C(C(C)C)C=1)C. (2) Given the product [Cl:1][C:2]1[C:7]([O:8][CH3:9])=[CH:6][C:5]([O:10][CH3:11])=[CH:4][C:3]=1[C:12]1[C:23](=[O:24])[N:22]([CH2:32][C:31]([CH3:42])([C:33]2[CH:38]=[CH:37][C:36]([N+:39]([O-:41])=[O:40])=[CH:35][CH:34]=2)[CH3:30])[C:15]2[N:16]=[C:17]([S:20][CH3:21])[N:18]=[CH:19][C:14]=2[CH:13]=1, predict the reactants needed to synthesize it. The reactants are: [Cl:1][C:2]1[C:7]([O:8][CH3:9])=[CH:6][C:5]([O:10][CH3:11])=[CH:4][C:3]=1[C:12]1[C:23](=[O:24])[NH:22][C:15]2[N:16]=[C:17]([S:20][CH3:21])[N:18]=[CH:19][C:14]=2[CH:13]=1.CS(O[CH2:30][C:31]([CH3:42])([C:33]1[CH:38]=[CH:37][C:36]([N+:39]([O-:41])=[O:40])=[CH:35][CH:34]=1)[CH3:32])(=O)=O.C([O-])([O-])=O.[K+].[K+].O.